From a dataset of Reaction yield outcomes from USPTO patents with 853,638 reactions. Predict the reaction yield, written as a fraction of the theoretical maximum amount of product (1.0 means a 100% yield; for example, 0.34 means a 34% yield). (1) The reactants are [H-].[H-].[H-].[H-].[Li+].[Al+3].[C:7]([C:9]1[CH:16]=[CH:15][C:12]([CH2:13][OH:14])=[CH:11][CH:10]=1)#[N:8].O.[OH-].[Na+]. The catalyst is C(OCC)C. The product is [NH2:8][CH2:7][C:9]1[CH:16]=[CH:15][C:12]([CH2:13][OH:14])=[CH:11][CH:10]=1. The yield is 0.290. (2) The reactants are CC([CH:5]1[CH2:11][N:10](C([O-])=O)[CH2:9][C:8]2[CH:15]=[C:16]([C:19]3[CH:20]=[C:21]4[NH:27][C:26]([NH:28][C:29]([O:31][CH2:32][C:33]5[CH:38]=[CH:37][CH:36]=[CH:35][CH:34]=5)=[O:30])=[N:25][C:22]4=[N:23][CH:24]=3)[CH:17]=[CH:18][C:7]=2[O:6]1)(C)C.[ClH:39]. The catalyst is CO.O1CCOCC1. The product is [ClH:39].[O:6]1[C:7]2[CH:18]=[CH:17][C:16]([C:19]3[CH:20]=[C:21]4[NH:27][C:26]([NH:28][C:29](=[O:30])[O:31][CH2:32][C:33]5[CH:34]=[CH:35][CH:36]=[CH:37][CH:38]=5)=[N:25][C:22]4=[N:23][CH:24]=3)=[CH:15][C:8]=2[CH2:9][NH:10][CH2:11][CH2:5]1. The yield is 0.760. (3) The reactants are [CH:1]1([C:7]2([CH3:14])[C:11](=[O:12])[NH:10][N:9]=[C:8]2[CH3:13])[CH2:6][CH2:5][CH2:4][CH2:3][CH2:2]1.Br[CH2:16][C:17]([C:19]1[CH:24]=[CH:23][C:22]([O:25][CH3:26])=[CH:21][CH:20]=1)=[O:18]. No catalyst specified. The product is [CH:1]1([C:7]2([CH3:14])[C:11](=[O:12])[N:10]([CH2:16][C:17]([C:19]3[CH:24]=[CH:23][C:22]([O:25][CH3:26])=[CH:21][CH:20]=3)=[O:18])[N:9]=[C:8]2[CH3:13])[CH2:2][CH2:3][CH2:4][CH2:5][CH2:6]1. The yield is 0.640. (4) The reactants are [OH-].[Na+].[CH:3]1([CH2:6][O:7][C@@H:8]([CH2:13][C:14]2[CH:19]=[CH:18][C:17]([C:20]3[CH:25]=[CH:24][CH:23]=[C:22]([N:26]([CH3:37])[C:27]([NH:29][CH2:30][CH2:31][CH2:32][CH2:33][CH2:34][CH2:35][CH3:36])=[O:28])[CH:21]=3)=[CH:16][CH:15]=2)[C:9]([O:11]C)=[O:10])[CH2:5][CH2:4]1.O1CCCC1.CO.O. The catalyst is C(O)(=O)C. The product is [CH:3]1([CH2:6][O:7][C@@H:8]([CH2:13][C:14]2[CH:19]=[CH:18][C:17]([C:20]3[CH:25]=[CH:24][CH:23]=[C:22]([N:26]([CH3:37])[C:27]([NH:29][CH2:30][CH2:31][CH2:32][CH2:33][CH2:34][CH2:35][CH3:36])=[O:28])[CH:21]=3)=[CH:16][CH:15]=2)[C:9]([OH:11])=[O:10])[CH2:5][CH2:4]1. The yield is 0.840. (5) The reactants are [CH3:1][C:2]1[N:3]([C:12]2[CH:17]=[CH:16][CH:15]=[CH:14][CH:13]=2)[C:4]([CH3:11])=[C:5]([C:7]([O:9]C)=[O:8])[N:6]=1.[Li+].[OH-].Cl. The catalyst is C1COCC1.O. The product is [CH3:1][C:2]1[N:3]([C:12]2[CH:17]=[CH:16][CH:15]=[CH:14][CH:13]=2)[C:4]([CH3:11])=[C:5]([C:7]([OH:9])=[O:8])[N:6]=1. The yield is 0.930. (6) The yield is 0.620. The reactants are P(Cl)(Cl)(Cl)=O.[CH3:6][O:7][C:8]1[CH:28]=[CH:27][C:11]([CH2:12][N:13]2[C:18]3[S:19][CH:20]=[C:21]([CH3:22])[C:17]=3[C:16]3=[N:23][CH:24]=[N:25][N:15]3[C:14]2=[O:26])=[CH:10][CH:9]=1.[C:29](=O)([O-])[O-:30].[K+].[K+]. The product is [CH3:6][O:7][C:8]1[CH:9]=[CH:10][C:11]([CH2:12][N:13]2[C:18]3[S:19][C:20]([CH:29]=[O:30])=[C:21]([CH3:22])[C:17]=3[C:16]3=[N:23][CH:24]=[N:25][N:15]3[C:14]2=[O:26])=[CH:27][CH:28]=1. The catalyst is CN(C)C=O.